From a dataset of Catalyst prediction with 721,799 reactions and 888 catalyst types from USPTO. Predict which catalyst facilitates the given reaction. (1) Reactant: Br[C:2]1[CH:7]=[CH:6][C:5]([CH2:8][C:9]([O:11][CH3:12])=[O:10])=[CH:4][C:3]=1[F:13].[CH3:14][C:15]1([CH3:31])[C:19]([CH3:21])([CH3:20])[O:18][B:17]([B:17]2[O:18][C:19]([CH3:21])([CH3:20])[C:15]([CH3:31])([CH3:14])[O:16]2)[O:16]1.CC([O-])=O.[K+]. Product: [F:13][C:3]1[CH:4]=[C:5]([CH2:8][C:9]([O:11][CH3:12])=[O:10])[CH:6]=[CH:7][C:2]=1[B:17]1[O:18][C:19]([CH3:21])([CH3:20])[C:15]([CH3:31])([CH3:14])[O:16]1. The catalyst class is: 75. (2) Reactant: [C:1]([O:5][C:6](=[O:16])[CH2:7][CH2:8][CH2:9][CH2:10][CH2:11][CH2:12][C:13]([OH:15])=O)([CH3:4])([CH3:3])[CH3:2].CC[N:19]=C=NCCCN(C)C.Cl.[CH:29]1[CH:30]=[CH:31][C:32]2N(O)N=N[C:33]=2[CH:34]=1.[NH2:39][CH2:40][C:41]([C:43]1[C:44]([O:53][CH3:54])=[N:45][C:46]2[C:51]([CH:52]=1)=[CH:50][CH:49]=[CH:48][CH:47]=2)=[O:42].CCN(C(C)C)C(C)C.C[CH2:65][O:66][C:67](C)=[O:68]. Product: [CH2:65]([O:66][C:67]([NH:19][C@H:12]([C:13]([NH:39][CH2:40][C:41]([C:43]1[C:44]([O:53][CH3:54])=[N:45][C:46]2[C:51]([CH:52]=1)=[CH:50][CH:49]=[CH:48][CH:47]=2)=[O:42])=[O:15])[CH2:11][CH2:10][CH2:9][CH2:8][CH2:7][C:6]([O:5][C:1]([CH3:2])([CH3:3])[CH3:4])=[O:16])=[O:68])[C:33]1[CH:32]=[CH:31][CH:30]=[CH:29][CH:34]=1. The catalyst class is: 3. (3) Reactant: C(OC(=O)[NH:7][C:8]1([C:12]2[CH:17]=[CH:16][C:15]([C:18]3[C:19]([C:35]4[CH:40]=[CH:39][CH:38]=[CH:37][CH:36]=4)=[CH:20][C:21]4[N:26]([CH2:27][C:28]5[NH:32][CH:31]=[N:30][CH:29]=5)[C:25](=[O:33])[CH2:24][O:23][C:22]=4[N:34]=3)=[CH:14][CH:13]=2)[CH2:11][CH2:10][CH2:9]1)(C)(C)C. Product: [NH:32]1[C:28]([CH2:27][N:26]2[C:25](=[O:33])[CH2:24][O:23][C:22]3[N:34]=[C:18]([C:15]4[CH:14]=[CH:13][C:12]([C:8]5([NH2:7])[CH2:11][CH2:10][CH2:9]5)=[CH:17][CH:16]=4)[C:19]([C:35]4[CH:36]=[CH:37][CH:38]=[CH:39][CH:40]=4)=[CH:20][C:21]2=3)=[CH:29][N:30]=[CH:31]1. The catalyst class is: 67. (4) Reactant: [CH2:1]([N:3]1[C:7]([C:8]2[CH:9]=[N:10][NH:11][C:12]=2[NH2:13])=[CH:6][CH:5]=[N:4]1)[CH3:2].[Cl:14][C:15]1[CH:16]=[C:17]([C:22](=O)[CH2:23][C:24](OCC)=[O:25])[CH:18]=[CH:19][C:20]=1[Cl:21].CC1C=CC(S(O)(=O)=O)=CC=1. Product: [Cl:14][C:15]1[CH:16]=[C:17]([C:22]2[NH:13][C:12]3[N:11]([N:10]=[CH:9][C:8]=3[C:7]3[N:3]([CH2:1][CH3:2])[N:4]=[CH:5][CH:6]=3)[C:24](=[O:25])[CH:23]=2)[CH:18]=[CH:19][C:20]=1[Cl:21]. The catalyst class is: 114. (5) Reactant: C([O:4][C:5]1([C:8]2[CH:13]=[CH:12][CH:11]=[C:10]([CH2:14][N:15]3[C:19]([CH3:20])=[CH:18][C:17](/[C:21](/[F:36])=[CH:22]/[C:23]4[CH:28]=[CH:27][C:26]([C:29]([CH3:35])([CH3:34])[C:30]([F:33])([F:32])[F:31])=[CH:25][CH:24]=4)=[N:16]3)[CH:9]=2)[CH2:7][CH2:6]1)(=O)C.C[Mg]Br. Product: [F:36]/[C:21](/[C:17]1[CH:18]=[C:19]([CH3:20])[N:15]([CH2:14][C:10]2[CH:9]=[C:8]([C:5]3([OH:4])[CH2:7][CH2:6]3)[CH:13]=[CH:12][CH:11]=2)[N:16]=1)=[CH:22]\[C:23]1[CH:24]=[CH:25][C:26]([C:29]([CH3:35])([CH3:34])[C:30]([F:31])([F:32])[F:33])=[CH:27][CH:28]=1. The catalyst class is: 1.